From a dataset of Forward reaction prediction with 1.9M reactions from USPTO patents (1976-2016). Predict the product of the given reaction. Given the reactants Br[C:2]1[C:14]2[C:13]3[C:8](=[CH:9][C:10]([C:15]([OH:18])([CH3:17])[CH3:16])=[CH:11][CH:12]=3)[NH:7][C:6]=2[C:5]([C:19]([NH2:21])=[O:20])=[CH:4][C:3]=1[Cl:22].[CH3:23][O:24][C:25]1[CH:26]=[CH:27][CH:28]=[C:29]2[C:34]=1[N:33]([CH3:35])[C:32](=[O:36])[N:31]([C:37]1[CH:42]=[CH:41][CH:40]=[C:39](B3OC(C)(C)C(C)(C)O3)[C:38]=1[CH3:52])[C:30]2=[O:53].C([O-])([O-])=O.[Cs+].[Cs+], predict the reaction product. The product is: [Cl:22][C:3]1[CH:4]=[C:5]([C:19]([NH2:21])=[O:20])[C:6]2[NH:7][C:8]3[C:13]([C:14]=2[C:2]=1[C:39]1[CH:40]=[CH:41][CH:42]=[C:37]([N:31]2[C:30](=[O:53])[C:29]4[C:34](=[C:25]([O:24][CH3:23])[CH:26]=[CH:27][CH:28]=4)[N:33]([CH3:35])[C:32]2=[O:36])[C:38]=1[CH3:52])=[CH:12][CH:11]=[C:10]([C:15]([OH:18])([CH3:17])[CH3:16])[CH:9]=3.